From a dataset of CYP3A4 inhibition data for predicting drug metabolism from PubChem BioAssay. Regression/Classification. Given a drug SMILES string, predict its absorption, distribution, metabolism, or excretion properties. Task type varies by dataset: regression for continuous measurements (e.g., permeability, clearance, half-life) or binary classification for categorical outcomes (e.g., BBB penetration, CYP inhibition). Dataset: cyp3a4_veith. (1) The drug is COc1ccc(C(=O)Nc2ccc3c(c2)nc(CN2CCN(C(C)=O)CC2)n3C)cc1. The result is 0 (non-inhibitor). (2) The compound is COc1ncc2nc(CCc3ccccc3)c(=O)n(CCc3ccccc3)c2n1. The result is 1 (inhibitor). (3) The drug is COC(=O)CCC(=O)Nc1cccc2ccccc12. The result is 0 (non-inhibitor). (4) The compound is COCC(=O)N1CCC[C@@]2(CCN(C(=O)Nc3ccc(OC)cc3)C2)C1. The result is 0 (non-inhibitor). (5) The compound is COc1ncc2nc(-c3ccccc3)c(=O)n(Cc3cccs3)c2n1. The result is 1 (inhibitor). (6) The compound is CCCCOC(=O)C1=C(C)Nc2ncnn2C1c1cc(OC)ccc1OC. The result is 1 (inhibitor). (7) The result is 0 (non-inhibitor). The drug is CN(C)c1cc[n+](CC(=O)Nc2cc(C(F)(F)F)ccc2Cl)cc1.[Cl-]. (8) The molecule is C=CC[C@@H]1C=C[C@@H](O/N=C2/C[C@@H](O)[C@@H](O)[C@@H]3[C@@H]4C(=O)N(CC)C(=O)[C@H]4CC[C@@H]23)[C@@H](CO)O1. The result is 0 (non-inhibitor). (9) The molecule is FC(F)(F)c1ccccc1-c1cncnc1NCc1cccs1. The result is 1 (inhibitor).